Dataset: Forward reaction prediction with 1.9M reactions from USPTO patents (1976-2016). Task: Predict the product of the given reaction. (1) Given the reactants CC(C)=[O:3].OS(O)(=O)=O.O=[Cr](=O)=O.[OH:14][CH2:15][C@H:16]1[C@@H:18]([CH2:19][C:20]([O:22][CH3:23])=[O:21])[C:17]1([CH3:25])[CH3:24], predict the reaction product. The product is: [CH3:23][O:22][C:20](=[O:21])[CH2:19][C@@H:18]1[C@H:16]([C:15]([OH:3])=[O:14])[C:17]1([CH3:25])[CH3:24]. (2) Given the reactants [F:1][C:2]1[CH:7]=[CH:6][C:5]([C:8]2[N:9]([C:30]3[CH:35]=[CH:34][N:33]=[C:32](SC)[N:31]=3)[C:10]3[C:11]([N:29]=2)=[N:12][C:13]([N:16]2[CH2:21][CH2:20][N:19]([C:22]([O:24][C:25]([CH3:28])([CH3:27])[CH3:26])=[O:23])[CH2:18][CH2:17]2)=[CH:14][CH:15]=3)=[CH:4][CH:3]=1.C1C=C(Cl)C=C(C(OO)=O)C=1.[C:49]1([C@@H:55]([NH2:57])[CH3:56])[CH:54]=[CH:53][CH:52]=[CH:51][CH:50]=1, predict the reaction product. The product is: [F:1][C:2]1[CH:7]=[CH:6][C:5]([C:8]2[N:9]([C:30]3[CH:35]=[CH:34][N:33]=[C:32]([NH:57][C@H:55]([C:49]4[CH:54]=[CH:53][CH:52]=[CH:51][CH:50]=4)[CH3:56])[N:31]=3)[C:10]3[C:11]([N:29]=2)=[N:12][C:13]([N:16]2[CH2:21][CH2:20][N:19]([C:22]([O:24][C:25]([CH3:28])([CH3:27])[CH3:26])=[O:23])[CH2:18][CH2:17]2)=[CH:14][CH:15]=3)=[CH:4][CH:3]=1. (3) Given the reactants [F:1][C:2]1[CH:3]=[CH:4][C:5]2[N:9]=[CH:8][NH:7][C:6]=2[CH:10]=1.C(N(CC)CC)C.[C:18](O[C:18]([O:20][C:21]([CH3:24])([CH3:23])[CH3:22])=[O:19])([O:20][C:21]([CH3:24])([CH3:23])[CH3:22])=[O:19], predict the reaction product. The product is: [C:21]([O:20][C:18]([N:7]1[C:6]2[CH:10]=[C:2]([F:1])[CH:3]=[CH:4][C:5]=2[N:9]=[CH:8]1)=[O:19])([CH3:24])([CH3:23])[CH3:22]. (4) Given the reactants [NH2:1][C:2]1[CH:31]=[CH:30][C:5]2[NH:6][C:7]([C:12]3[C:13](=[O:29])[C:14]([CH2:24][CH2:25][CH:26]4[CH2:28][CH2:27]4)([CH3:23])[C:15]4[C:20]([C:21]=3[OH:22])=[CH:19][CH:18]=[CH:17][CH:16]=4)=[N:8][S:9](=[O:11])(=[O:10])[C:4]=2[CH:3]=1.C(N(CC)C(C)C)(C)C.[C:41]([O:45][C:46](=[O:52])[CH2:47][S:48](Cl)(=[O:50])=[O:49])([CH3:44])([CH3:43])[CH3:42], predict the reaction product. The product is: [C:41]([O:45][C:46](=[O:52])[CH2:47][S:48]([NH:1][C:2]1[CH:31]=[CH:30][C:5]2[NH:6][C:7]([C:12]3[C:13](=[O:29])[C:14]([CH2:24][CH2:25][CH:26]4[CH2:28][CH2:27]4)([CH3:23])[C:15]4[C:20](=[CH:19][CH:18]=[CH:17][CH:16]=4)[C:21]=3[OH:22])=[N:8][S:9](=[O:11])(=[O:10])[C:4]=2[CH:3]=1)(=[O:49])=[O:50])([CH3:44])([CH3:42])[CH3:43]. (5) The product is: [Br:6][C:7]1[CH:8]=[C:9]2[CH:10]=[CH:11][N:12]([CH2:3][CH:2]([F:5])[F:1])[C:13]2=[N:14][CH:15]=1. Given the reactants [F:1][CH:2]([F:5])[CH2:3]I.[Br:6][C:7]1[CH:8]=[C:9]2[C:13](=[N:14][CH:15]=1)[NH:12][CH:11]=[CH:10]2.C(=O)([O-])[O-].[Cs+].[Cs+], predict the reaction product.